Dataset: Reaction yield outcomes from USPTO patents with 853,638 reactions. Task: Predict the reaction yield, written as a fraction of the theoretical maximum amount of product (1.0 means a 100% yield; for example, 0.34 means a 34% yield). (1) The reactants are [H-].[H-].[H-].[H-].[Li+].[Al+3].[CH2:7]([S:10][C:11]1[CH:19]=[CH:18][CH:17]=[CH:16][C:12]=1[C:13]([NH2:15])=O)[CH:8]=[CH2:9]. The catalyst is C1COCC1. The product is [CH2:7]([S:10][C:11]1[CH:19]=[CH:18][CH:17]=[CH:16][C:12]=1[CH2:13][NH2:15])[CH:8]=[CH2:9]. The yield is 0.910. (2) The reactants are [CH2:1]([N:8]([CH2:38][C:39]1[CH:44]=[CH:43][CH:42]=[CH:41][CH:40]=1)[CH:9]1[CH2:13][CH:12]([C:14](=O)[CH2:15][NH:16][C:17]2[N:18]=[C:19]3[CH:25]=[CH:24][N:23]([S:26]([C:29]4[CH:35]=[CH:34][C:32]([CH3:33])=[CH:31][CH:30]=4)(=[O:28])=[O:27])[C:20]3=[N:21][CH:22]=2)[CH:11]([CH3:37])[CH2:10]1)[C:2]1[CH:7]=[CH:6][CH:5]=[CH:4][CH:3]=1.COC1C=CC(P2(SP(C3C=CC(OC)=CC=3)(=S)S2)=S)=CC=1. No catalyst specified. The product is [CH2:1]([N:8]([CH2:38][C:39]1[CH:44]=[CH:43][CH:42]=[CH:41][CH:40]=1)[CH:9]1[CH2:13][CH:12]([C:14]2[N:18]3[C:19]4[CH:25]=[CH:24][N:23]([S:26]([C:29]5[CH:35]=[CH:34][C:32]([CH3:33])=[CH:31][CH:30]=5)(=[O:28])=[O:27])[C:20]=4[N:21]=[CH:22][C:17]3=[N:16][CH:15]=2)[CH:11]([CH3:37])[CH2:10]1)[C:2]1[CH:7]=[CH:6][CH:5]=[CH:4][CH:3]=1. The yield is 0.870. (3) The reactants are [O:1]=[C:2]1[C:10]2[C:5](=[CH:6][CH:7]=[CH:8][CH:9]=2)[C:4](=[O:11])[N:3]1[CH2:12][CH2:13][CH2:14][CH2:15][N:16]1[C:24]2[C:19](=[CH:20][CH:21]=[C:22]([C:25]([C:27]3[S:28][C:29]([C:38]4[CH:43]=[CH:42][CH:41]=[C:40]([OH:44])[CH:39]=4)=[C:30]([CH2:32][C:33]([O:35][CH2:36][CH3:37])=[O:34])[CH:31]=3)=[O:26])[CH:23]=2)[CH:18]=[C:17]1[C:45]1[CH:60]=[CH:59][C:48]([C:49]([O:51]CC2C=CC=CC=2)=[O:50])=[CH:47][CH:46]=1. The catalyst is CO.CCOC(C)=O.[Pd]. The product is [O:1]=[C:2]1[C:10]2[C:5](=[CH:6][CH:7]=[CH:8][CH:9]=2)[C:4](=[O:11])[N:3]1[CH2:12][CH2:13][CH2:14][CH2:15][N:16]1[C:24]2[C:19](=[CH:20][CH:21]=[C:22]([C:25]([C:27]3[S:28][C:29]([C:38]4[CH:43]=[CH:42][CH:41]=[C:40]([OH:44])[CH:39]=4)=[C:30]([CH2:32][C:33]([O:35][CH2:36][CH3:37])=[O:34])[CH:31]=3)=[O:26])[CH:23]=2)[CH:18]=[C:17]1[C:45]1[CH:46]=[CH:47][C:48]([C:49]([OH:51])=[O:50])=[CH:59][CH:60]=1. The yield is 0.880. (4) The reactants are [CH3:1][Si:2]([CH3:29])([CH3:28])[CH2:3][CH2:4][O:5][CH2:6][N:7]1[C:11]2[N:12]=[CH:13][N:14]=[C:15]([C:16]3[CH:17]=[N:18][N:19]([C:21]4([CH2:25][C:26]#[N:27])[CH2:24][NH:23][CH2:22]4)[CH:20]=3)[C:10]=2[CH:9]=[CH:8]1.C(N(CC)C(C)C)(C)C.[CH:39]1([S:42](Cl)(=[O:44])=[O:43])[CH2:41][CH2:40]1. The catalyst is O1CCCC1. The product is [CH:39]1([S:42]([N:23]2[CH2:22][C:21]([CH2:25][C:26]#[N:27])([N:19]3[CH:20]=[C:16]([C:15]4[C:10]5[CH:9]=[CH:8][N:7]([CH2:6][O:5][CH2:4][CH2:3][Si:2]([CH3:28])([CH3:1])[CH3:29])[C:11]=5[N:12]=[CH:13][N:14]=4)[CH:17]=[N:18]3)[CH2:24]2)(=[O:44])=[O:43])[CH2:41][CH2:40]1. The yield is 0.814. (5) The reactants are [C:1]([O:5][C:6]([N:8]1[CH2:12][CH:11]([OH:13])[CH2:10][CH:9]1[C:14]1[N:15]([CH2:26][O:27][CH2:28][CH2:29][Si:30]([CH3:33])([CH3:32])[CH3:31])[CH:16]=[C:17]([C:19]2[CH:24]=[CH:23][C:22]([Br:25])=[CH:21][CH:20]=2)[N:18]=1)=[O:7])([CH3:4])([CH3:3])[CH3:2].[H-].[Na+].Br[CH2:37][CH2:38][O:39][CH3:40]. The catalyst is CN(C=O)C. The product is [C:1]([O:5][C:6]([N:8]1[CH2:12][CH:11]([O:13][CH2:37][CH2:38][O:39][CH3:40])[CH2:10][CH:9]1[C:14]1[N:15]([CH2:26][O:27][CH2:28][CH2:29][Si:30]([CH3:33])([CH3:32])[CH3:31])[CH:16]=[C:17]([C:19]2[CH:20]=[CH:21][C:22]([Br:25])=[CH:23][CH:24]=2)[N:18]=1)=[O:7])([CH3:4])([CH3:3])[CH3:2]. The yield is 0.850. (6) The reactants are [N+:1]([C:3]1[CH:19]=[CH:18][CH:17]=[CH:16][C:4]=1[CH2:5][N:6]1[C:11](=O)[CH2:10][C:9](=[O:13])[N:8]([CH3:14])[C:7]1=[O:15])#[C-:2].P(Cl)(Cl)([Cl:22])=O.P(Cl)(Cl)(Cl)(Cl)Cl. The catalyst is [Cl-].C([N+](CC)(CC)CC)C1C=CC=CC=1.C(#N)C. The product is [Cl:22][C:11]1[N:6]([CH2:5][C:4]2[CH:16]=[CH:17][CH:18]=[CH:19][C:3]=2[N+:1]#[C-:2])[C:7](=[O:15])[N:8]([CH3:14])[C:9](=[O:13])[CH:10]=1. The yield is 0.705. (7) The reactants are C(N(CC)CC)C.[CH:8]1([C:14](Cl)=[O:15])[CH2:13][CH2:12][CH2:11][CH2:10][CH2:9]1.[F:17][C:18]1[N:23]=[C:22]([N:24]2[CH2:29][CH2:28][N:27]([CH2:30][CH2:31][CH2:32][CH2:33][NH2:34])[CH2:26][CH2:25]2)[CH:21]=[CH:20][CH:19]=1. The catalyst is ClCCl. The product is [F:17][C:18]1[N:23]=[C:22]([N:24]2[CH2:29][CH2:28][N:27]([CH2:30][CH2:31][CH2:32][CH2:33][NH:34][C:14]([CH:8]3[CH2:13][CH2:12][CH2:11][CH2:10][CH2:9]3)=[O:15])[CH2:26][CH2:25]2)[CH:21]=[CH:20][CH:19]=1. The yield is 0.210.